This data is from Catalyst prediction with 721,799 reactions and 888 catalyst types from USPTO. The task is: Predict which catalyst facilitates the given reaction. (1) Reactant: [C:1]([O:5][C:6]([N:8]([C:13]1[CH:26]=[CH:25][C:16]2[N:17]([CH2:21][C:22]([OH:24])=[O:23])[C:18](=[O:20])[O:19][C:15]=2[CH:14]=1)[S:9]([CH3:12])(=[O:11])=[O:10])=[O:7])([CH3:4])([CH3:3])[CH3:2].[Cl:27][C:28]1[CH:29]=[N+:30]([O-:53])[CH:31]=[C:32]([Cl:52])[C:33]=1[CH2:34][C@@H:35]([C:37]1[CH:42]=[CH:41][C:40]([O:43][CH:44]([F:46])[F:45])=[C:39]([O:47][CH2:48][CH:49]2[CH2:51][CH2:50]2)[CH:38]=1)O.C(Cl)CCl. Product: [C:1]([O:5][C:6]([N:8]([C:13]1[CH:26]=[CH:25][C:16]2[N:17]([CH2:21][C:22]([O:24][C@H:35]([C:37]3[CH:42]=[CH:41][C:40]([O:43][CH:44]([F:45])[F:46])=[C:39]([O:47][CH2:48][CH:49]4[CH2:50][CH2:51]4)[CH:38]=3)[CH2:34][C:33]3[C:32]([Cl:52])=[CH:31][N+:30]([O-:53])=[CH:29][C:28]=3[Cl:27])=[O:23])[C:18](=[O:20])[O:19][C:15]=2[CH:14]=1)[S:9]([CH3:12])(=[O:10])=[O:11])=[O:7])([CH3:4])([CH3:2])[CH3:3]. The catalyst class is: 79. (2) Reactant: [CH:1]1([CH2:6][CH:7]([N:11]2[C:16](=[O:17])[CH:15]=[C:14]([O:18][CH3:19])[CH:13]=[N:12]2)[C:8]([OH:10])=O)[CH2:5][CH2:4][CH2:3][CH2:2]1.[B-](F)(F)(F)F.CN(C(ON1C(=O)CCC1=O)=[N+](C)C)C.C(N(CC)C(C)C)(C)C.[S:49]1[CH:53]=[CH:52][N:51]=[C:50]1[NH2:54]. Product: [CH:1]1([CH2:6][CH:7]([N:11]2[C:16](=[O:17])[CH:15]=[C:14]([O:18][CH3:19])[CH:13]=[N:12]2)[C:8]([NH:54][C:50]2[S:49][CH:53]=[CH:52][N:51]=2)=[O:10])[CH2:2][CH2:3][CH2:4][CH2:5]1. The catalyst class is: 2. (3) Reactant: CCOCC.[CH2:6]([Mg]Cl)[CH2:7][CH3:8].[C:11]([N:16]1[C@H:20]([C:21]2[CH:26]=[CH:25][CH:24]=[CH:23][CH:22]=2)[CH2:19][O:18][C:17]1=[O:27])(=[O:15])[CH:12]=[CH:13][CH3:14]. Product: [CH3:14][C@H:13]([CH2:6][CH2:7][CH3:8])[CH2:12][C:11]([N:16]1[C@H:20]([C:21]2[CH:22]=[CH:23][CH:24]=[CH:25][CH:26]=2)[CH2:19][O:18][C:17]1=[O:27])=[O:15]. The catalyst class is: 7. (4) Reactant: [NH2:1][C:2]1[C:3]([N:26]2[CH2:31][CH2:30][O:29][CH2:28][CH2:27]2)=[N:4][C:5]([N:14]2[CH2:19][CH2:18][N:17]([C:20]3[CH:25]=[CH:24][CH:23]=[CH:22][CH:21]=3)[CH2:16][CH2:15]2)=[N:6][C:7]=1[N:8]1[CH2:13][CH2:12][O:11][CH2:10][CH2:9]1.[C:32](OC(=O)C)(=[O:34])[CH3:33]. Product: [C:32]([NH:1][C:2]1[C:7]([N:8]2[CH2:9][CH2:10][O:11][CH2:12][CH2:13]2)=[N:6][C:5]([N:14]2[CH2:19][CH2:18][N:17]([C:20]3[CH:25]=[CH:24][CH:23]=[CH:22][CH:21]=3)[CH2:16][CH2:15]2)=[N:4][C:3]=1[N:26]1[CH2:27][CH2:28][O:29][CH2:30][CH2:31]1)(=[O:34])[CH3:33]. The catalyst class is: 17. (5) Reactant: [CH2:1]([C:8]1[NH:9][C:10]([C:13]([NH:15][C@@H:16]2[C:22](=[O:23])[NH:21][C:20]3[CH:24]=[CH:25][CH:26]=[CH:27][C:19]=3[CH2:18][CH2:17]2)=[O:14])=[N:11][N:12]=1)[C:2]1[CH:7]=[CH:6][CH:5]=[CH:4][CH:3]=1.C1C(=O)N([Cl:35])C(=O)C1. Product: [CH2:1]([C:8]1[NH:9][C:10]([C:13]([NH:15][C@@H:16]2[C:22](=[O:23])[NH:21][C:20]3[CH:24]=[CH:25][C:26]([Cl:35])=[CH:27][C:19]=3[CH2:18][CH2:17]2)=[O:14])=[N:11][N:12]=1)[C:2]1[CH:3]=[CH:4][CH:5]=[CH:6][CH:7]=1. The catalyst class is: 44. (6) Reactant: [C:1]1([C:7]2[N:8]=[C:9]([C:12]3[C:16]([C:17]([O:19]CC)=[O:18])=[CH:15][N:14]([CH2:22][O:23][CH2:24][CH2:25][Si:26]([CH3:29])([CH3:28])[CH3:27])[N:13]=3)[S:10][CH:11]=2)[CH:6]=[CH:5][CH:4]=[CH:3][CH:2]=1.[OH-].[Na+]. Product: [C:1]1([C:7]2[N:8]=[C:9]([C:12]3[C:16]([C:17]([OH:19])=[O:18])=[CH:15][N:14]([CH2:22][O:23][CH2:24][CH2:25][Si:26]([CH3:29])([CH3:28])[CH3:27])[N:13]=3)[S:10][CH:11]=2)[CH:2]=[CH:3][CH:4]=[CH:5][CH:6]=1. The catalyst class is: 12. (7) Reactant: [CH2:1]([N:4]([CH:12]1[CH2:21][CH2:20][C:19]2[C:14](=[CH:15][C:16]([C:22]#[N:23])=[CH:17][CH:18]=2)[CH2:13]1)[C:5](=[O:11])[O:6][C:7]([CH3:10])([CH3:9])[CH3:8])[CH:2]=C.N1C=CC=CC=1.[O:30]=[O+][O-]. Product: [C:22]([C:16]1[CH:15]=[C:14]2[C:19]([CH2:20][CH2:21][CH:12]([N:4]([CH2:1][CH:2]=[O:30])[C:5](=[O:11])[O:6][C:7]([CH3:10])([CH3:9])[CH3:8])[CH2:13]2)=[CH:18][CH:17]=1)#[N:23]. The catalyst class is: 61. (8) Reactant: Br[CH2:2][C:3]1[C:12]([C:13]([O:15]C)=O)=[C:11]([Cl:17])[C:10]2[C:5](=[CH:6][CH:7]=[C:8]([Cl:18])[CH:9]=2)[N:4]=1.[CH2:19]([NH2:21])[CH3:20]. Product: [Cl:18][C:8]1[CH:7]=[CH:6][C:5]2[N:4]=[C:3]3[CH2:2][N:21]([CH2:19][CH3:20])[C:13](=[O:15])[C:12]3=[C:11]([Cl:17])[C:10]=2[CH:9]=1. The catalyst class is: 8. (9) Reactant: C(O[C:6](=O)[N:7]([CH2:9][CH2:10][O:11][NH:12][C:13]([C:15]1[C:24]([NH:25][C:26]2[CH:31]=[CH:30][C:29]([Br:32])=[CH:28][C:27]=2[Cl:33])=[C:23]([F:34])[C:18]2[N:19]=[CH:20][N:21]([CH3:22])[C:17]=2[CH:16]=1)=[O:14])C)(C)(C)C.[F:36][C:37]([F:42])([F:41])[C:38]([OH:40])=[O:39]. Product: [OH:40][C:38]([C:37]([F:42])([F:41])[F:36])=[O:39].[CH3:6][NH:7][CH2:9][CH2:10][O:11][NH:12][C:13]([C:15]1[C:24]([NH:25][C:26]2[CH:31]=[CH:30][C:29]([Br:32])=[CH:28][C:27]=2[Cl:33])=[C:23]([F:34])[C:18]2[N:19]=[CH:20][N:21]([CH3:22])[C:17]=2[CH:16]=1)=[O:14]. The catalyst class is: 2. (10) Product: [CH3:1][C:2]1[CH:26]=[CH:25][C:5]2[NH:6][C:7]3[CH:24]=[CH:23][CH:22]=[CH:21][C:8]=3[N:9]=[C:10]([N:11]3[CH2:16][CH2:15][N:14]([CH3:29])[C@@H:13]([CH2:17][CH2:18][O:19][CH3:20])[CH2:12]3)[C:4]=2[CH:3]=1. Reactant: [CH3:1][C:2]1[CH:26]=[CH:25][C:5]2[NH:6][C:7]3[CH:24]=[CH:23][CH:22]=[CH:21][C:8]=3[N:9]=[C:10]([N:11]3[CH2:16][CH2:15][NH:14][C@@H:13]([CH2:17][CH2:18][O:19][CH3:20])[CH2:12]3)[C:4]=2[CH:3]=1.C=O.[C:29](O[BH-](OC(=O)C)OC(=O)C)(=O)C.[Na+]. The catalyst class is: 26.